This data is from Catalyst prediction with 721,799 reactions and 888 catalyst types from USPTO. The task is: Predict which catalyst facilitates the given reaction. (1) Reactant: [CH3:1][C:2]1[CH:11]=[C:10]2[C:5]([CH:6]=[CH:7][CH:8]=[N:9]2)=[CH:4][CH:3]=1.ClC1C=CC=C(C(OO)=[O:20])C=1.S([O-])([O-])=O.[Na+].[Na+]. Product: [CH3:1][C:2]1[CH:11]=[C:10]2[C:5]([CH:6]=[CH:7][CH:8]=[N+:9]2[O-:20])=[CH:4][CH:3]=1. The catalyst class is: 4. (2) Reactant: [C:1]([S:4][CH3:5])(=[NH:3])[NH2:2].[C:6](Cl)(=[O:13])[C:7]1[CH:12]=[CH:11][CH:10]=[CH:9][CH:8]=1. Product: [C:6]([NH:3]/[C:1](/[S:4][CH3:5])=[N:2]/[C:6](=[O:13])[C:7]1[CH:12]=[CH:11][CH:10]=[CH:9][CH:8]=1)(=[O:13])[C:7]1[CH:12]=[CH:11][CH:10]=[CH:9][CH:8]=1. The catalyst class is: 20. (3) The catalyst class is: 55. Reactant: C([SiH](CC)CC)C.[CH2:8]([O:10][C:11](=[O:48])[C:12]([O:40][C:41]1[CH:46]=[CH:45][CH:44]=[CH:43][C:42]=1[F:47])([CH3:39])[CH2:13][C:14]1[CH:19]=[CH:18][C:17]([O:20][CH2:21][CH2:22][CH:23]2[CH2:27][N:26](CC3C=CC(OC)=CC=3)[C:25](=[O:37])[N:24]2[CH3:38])=[CH:16][CH:15]=1)[CH3:9]. Product: [CH2:8]([O:10][C:11](=[O:48])[C:12]([O:40][C:41]1[CH:46]=[CH:45][CH:44]=[CH:43][C:42]=1[F:47])([CH3:39])[CH2:13][C:14]1[CH:19]=[CH:18][C:17]([O:20][CH2:21][CH2:22][CH:23]2[CH2:27][NH:26][C:25](=[O:37])[N:24]2[CH3:38])=[CH:16][CH:15]=1)[CH3:9]. (4) Reactant: [F:1][C:2]1[C:10]2[O:9][CH:8]([CH3:11])[CH2:7][C:6]=2[C:5]([N:12]2[CH2:16][CH2:15][C@H:14]([NH:17]C(=O)OC(C)(C)C)[CH2:13]2)=[CH:4][CH:3]=1.Cl. Product: [F:1][C:2]1[C:10]2[O:9][CH:8]([CH3:11])[CH2:7][C:6]=2[C:5]([N:12]2[CH2:16][CH2:15][C@H:14]([NH2:17])[CH2:13]2)=[CH:4][CH:3]=1. The catalyst class is: 2.